This data is from Full USPTO retrosynthesis dataset with 1.9M reactions from patents (1976-2016). The task is: Predict the reactants needed to synthesize the given product. (1) The reactants are: [CH2:1]([C:3]1[C:7]([O:8][C:9]2[CH:10]=[C:11]([CH:14]=[CH:15][CH:16]=2)[C:12]#[N:13])=[C:6]([CH2:17][CH3:18])[NH:5][N:4]=1)[CH3:2].[ClH:19].[Cl:20][CH2:21][CH2:22][NH2:23]. Given the product [Cl:19][CH2:21][Cl:20].[CH3:7][OH:8].[NH3:4].[NH2:23][CH2:22][CH2:21][N:4]1[C:3]([CH2:1][CH3:2])=[C:7]([O:8][C:9]2[CH:10]=[C:11]([CH:14]=[CH:15][CH:16]=2)[C:12]#[N:13])[C:6]([CH2:17][CH3:18])=[N:5]1, predict the reactants needed to synthesize it. (2) Given the product [CH3:1][C:2]1[CH:3]=[C:4]2[C:8](=[CH:9][CH:10]=1)[C:7](=[O:11])[NH:15][NH:14][C:5]2=[O:6], predict the reactants needed to synthesize it. The reactants are: [CH3:1][C:2]1[CH:3]=[C:4]2[C:8](=[CH:9][CH:10]=1)[C:7](=[O:11])[O:6][C:5]2=O.O.[NH2:14][NH2:15].